Task: Regression. Given two drug SMILES strings and cell line genomic features, predict the synergy score measuring deviation from expected non-interaction effect.. Dataset: NCI-60 drug combinations with 297,098 pairs across 59 cell lines Drug 1: C1=C(C(=O)NC(=O)N1)N(CCCl)CCCl. Drug 2: C1CN(P(=O)(OC1)NCCCl)CCCl. Cell line: HT29. Synergy scores: CSS=22.0, Synergy_ZIP=-7.54, Synergy_Bliss=-0.275, Synergy_Loewe=-20.0, Synergy_HSA=-1.57.